This data is from Catalyst prediction with 721,799 reactions and 888 catalyst types from USPTO. The task is: Predict which catalyst facilitates the given reaction. (1) Reactant: [Cl:1][C:2]1[CH:7]=[CH:6][CH:5]=[CH:4][C:3]=1[NH:8][C:9]([C:11]1[CH:16]=[CH:15][N:14]=[CH:13][N:12]=1)=O.P(Cl)(Cl)(Cl)(Cl)Cl.[NH2:23][NH2:24].O. Product: [NH2:23][NH:24][C:9]([C:11]1[CH:16]=[CH:15][N:14]=[CH:13][N:12]=1)=[N:8][C:3]1[CH:4]=[CH:5][CH:6]=[CH:7][C:2]=1[Cl:1]. The catalyst class is: 11. (2) Reactant: [NH2:1][CH:2]([CH2:13][C:14]1[CH:19]=[CH:18][CH:17]=[C:16]([OH:20])[CH:15]=1)[C:3]([O:5][CH2:6][C:7]1[CH:12]=[CH:11][CH:10]=[CH:9][CH:8]=1)=[O:4].C(N(C(C)C)CC)(C)C.[CH3:30][C:31]([O:34][C:35](O[C:35]([O:34][C:31]([CH3:33])([CH3:32])[CH3:30])=[O:36])=[O:36])([CH3:33])[CH3:32]. Product: [C:31]([O:34][C:35]([NH:1][CH:2]([CH2:13][C:14]1[CH:19]=[CH:18][CH:17]=[C:16]([OH:20])[CH:15]=1)[C:3]([O:5][CH2:6][C:7]1[CH:12]=[CH:11][CH:10]=[CH:9][CH:8]=1)=[O:4])=[O:36])([CH3:33])([CH3:32])[CH3:30]. The catalyst class is: 2. (3) Reactant: [CH3:1][O:2][C:3]1[CH:4]=[C:5]2[C:8](=[CH:9][C:10]=1[O:11][CH3:12])[C@@H:7]([CH2:13][NH:14][CH3:15])[CH2:6]2.Br[CH2:17][C:18]#[N:19].C(=O)([O-])[O-].[Na+].[Na+]. Product: [CH3:1][O:2][C:3]1[CH:4]=[C:5]2[C:8](=[CH:9][C:10]=1[O:11][CH3:12])[C@@H:7]([CH2:13][N:14]([CH2:17][C:18]#[N:19])[CH3:15])[CH2:6]2. The catalyst class is: 824.